From a dataset of Experimentally validated miRNA-target interactions with 360,000+ pairs, plus equal number of negative samples. Binary Classification. Given a miRNA mature sequence and a target amino acid sequence, predict their likelihood of interaction. (1) The miRNA is hsa-miR-4758-3p with sequence UGCCCCACCUGCUGACCACCCUC. The protein sequence of the target gene is MVLGKVKSLTISFDCLNDSNVPVYSSGDTVSGRVNLEVTGEIRVKSLKIHARGHAKVRWTESRNAGSNTAYTQNYTEEVEYFNHKDILIGHERDDDNSEEGFHTIHSGRHEYAFSFELPQTPLATSFEGRHGSVRYWVKAELHRPWLLPVKLKKEFTVFEHIDINTPSLLSPQAGTKEKTLCCWFCTSGPISLSAKIERKGYTPGESIQIFAEIENCSSRMVVPKAAIYQTQAFYAKGKMKEVKQLVANLRGESLSSGKTETWNGKLLKIPPVSPSILDCSIIRVEYSLMVYVDIPGAMD.... Result: 0 (no interaction). (2) The miRNA is cel-miR-267 with sequence CCCGUGAAGUGUCUGCUGCA. The protein sequence of the target gene is MGPLTFTDVAIEFSLEEWQCLDTAQQNLYRNVMLENYRNLVFLGIAVSKPDLITCLEKEKEPCKMKRHEMVDEPPVVCSHFAEDFWPEQDIKDSFQKVTLRRYDKRGHENLQLRKGYKTVGDCKLYKGGYNGLNQCLTLTQSKMYHCDIYVKVFYAFSNADRYKTRHTGKKPFQCKKCGKSFCMLSQLTQHKKIHIRENTYRCKEFGNAFNQSSALTNHKRIYVGEKHYRCEECGKAFNHYSTLTNHKRIHTGEKPYKCKECGKAFSRYSTLTTHKRIHSGEKPYKCDECGKTFSISSTF.... Result: 0 (no interaction).